From a dataset of Reaction yield outcomes from USPTO patents with 853,638 reactions. Predict the reaction yield, written as a fraction of the theoretical maximum amount of product (1.0 means a 100% yield; for example, 0.34 means a 34% yield). (1) The reactants are [C:1]([C:5]1[CH:63]=[CH:62][C:8]([C:9]([NH:11][C@@H:12]([CH2:35][C:36]2[CH:41]=[CH:40][C:39]([C:42]3[N:47]=[CH:46][C:45]([C:48]4[CH:53]=[CH:52][C:51]([O:54][CH2:55][CH2:56][CH2:57][CH2:58][CH2:59][CH2:60][CH3:61])=[CH:50][CH:49]=4)=[CH:44][N:43]=3)=[CH:38][CH:37]=2)[C:13]([NH:15][C@H:16]([C:28]([O:30][C:31]([CH3:34])([CH3:33])[CH3:32])=[O:29])[CH2:17][C:18]([O:20]CC2C=CC=CC=2)=[O:19])=[O:14])=[O:10])=[CH:7][CH:6]=1)([CH3:4])([CH3:3])[CH3:2]. The catalyst is C1COCC1.[Pd]. The product is [C:31]([O:30][C:28](=[O:29])[C@@H:16]([NH:15][C:13](=[O:14])[C@@H:12]([NH:11][C:9](=[O:10])[C:8]1[CH:7]=[CH:6][C:5]([C:1]([CH3:4])([CH3:3])[CH3:2])=[CH:63][CH:62]=1)[CH2:35][C:36]1[CH:37]=[CH:38][C:39]([C:42]2[N:47]=[CH:46][C:45]([C:48]3[CH:53]=[CH:52][C:51]([O:54][CH2:55][CH2:56][CH2:57][CH2:58][CH2:59][CH2:60][CH3:61])=[CH:50][CH:49]=3)=[CH:44][N:43]=2)=[CH:40][CH:41]=1)[CH2:17][C:18]([OH:20])=[O:19])([CH3:32])([CH3:33])[CH3:34]. The yield is 0.860. (2) The reactants are [NH2:1][C:2]1[CH:3]=[C:4]([OH:8])[CH:5]=[CH:6][CH:7]=1.[O:9]=[C:10]1[C:23]2[CH:22]=[C:21]([S:24](Cl)(=[O:26])=[O:25])[CH:20]=[CH:19][C:18]=2[C:17](=[O:28])[C:16]2[C:11]1=[CH:12][C:13]([S:29](Cl)(=[O:31])=[O:30])=[CH:14][CH:15]=2. The catalyst is N1C=CC=CC=1.C(Cl)Cl. The product is [OH:8][C:4]1[CH:3]=[C:2]([NH:1][S:29]([C:13]2[CH:14]=[CH:15][C:16]3[C:17](=[O:28])[C:18]4[C:23](=[CH:22][C:21]([S:24]([NH:1][C:2]5[CH:7]=[CH:6][CH:5]=[C:4]([OH:8])[CH:3]=5)(=[O:26])=[O:25])=[CH:20][CH:19]=4)[C:10](=[O:9])[C:11]=3[CH:12]=2)(=[O:31])=[O:30])[CH:7]=[CH:6][CH:5]=1. The yield is 0.280. (3) The reactants are [Cl:1][C:2]1[CH:7]=[C:6]([NH:8][C:9]2[N:14]=[C:13](Cl)[N:12]=[C:11]([NH:16][CH:17]3[CH2:23][CH2:22][CH2:21][CH2:20][CH2:19][CH2:18]3)[N:10]=2)[CH:5]=[CH:4][C:3]=1[OH:24].[CH3:25][N:26]1[CH2:31][CH2:30][CH:29]([NH:32][CH3:33])[CH2:28][CH2:27]1.[OH-].[Na+].O. The catalyst is C1COCC1. The product is [Cl:1][C:2]1[CH:7]=[C:6]([NH:8][C:9]2[N:10]=[C:11]([NH:16][CH:17]3[CH2:23][CH2:22][CH2:21][CH2:20][CH2:19][CH2:18]3)[N:12]=[C:13]([N:32]([CH3:33])[CH:29]3[CH2:30][CH2:31][N:26]([CH3:25])[CH2:27][CH2:28]3)[N:14]=2)[CH:5]=[CH:4][C:3]=1[OH:24]. The yield is 0.140. (4) The reactants are [CH2:1]([N:8]1[C:16]2[C:11](=[C:12]([O:17]CC3C=CC=CC=3)[CH:13]=[CH:14][CH:15]=2)[CH:10]=[C:9]1[CH3:25])[C:2]1[CH:7]=[CH:6][CH:5]=[CH:4][CH:3]=1.C(OCC)(=O)C. The catalyst is [Pd].[Hg].CO. The product is [CH2:1]([N:8]1[C:16]2[CH:15]=[CH:14][CH:13]=[C:12]([OH:17])[C:11]=2[CH:10]=[C:9]1[CH3:25])[C:2]1[CH:3]=[CH:4][CH:5]=[CH:6][CH:7]=1. The yield is 0.490. (5) The reactants are I[C:2]1[CH:8]=[CH:7][C:5]([NH2:6])=[C:4]2[O:9][CH2:10][O:11][C:3]=12.[CH3:12][O:13][CH2:14][CH2:15][C:16]#[CH:17].C(NC(C)C)(C)C. The catalyst is C(OCC)(=O)C.[Pd-](Cl)Cl.C1(P(C2C=CC=CC=2)C2C=CC=CC=2)C=CC=CC=1.C1(P(C2C=CC=CC=2)C2C=CC=CC=2)C=CC=CC=1.[Cu]I. The product is [CH3:12][O:13][CH2:14][CH2:15][C:16]#[C:17][C:2]1[CH:8]=[CH:7][C:5]([NH2:6])=[C:4]2[O:9][CH2:10][O:11][C:3]=12. The yield is 0.820. (6) The reactants are C1(OC2C=CC=CC=2)C=CC=CC=1.[F:14][C:15]([F:34])([F:33])[C:16]([NH:21][C:22]1[CH:27]=[C:26]([F:28])[CH:25]=[CH:24][C:23]=1[O:29][CH2:30][CH2:31][CH3:32])=[CH:17][C:18]([OH:20])=O. The catalyst is CCCCCC. The product is [F:28][C:26]1[CH:25]=[CH:24][C:23]([O:29][CH2:30][CH2:31][CH3:32])=[C:22]2[C:27]=1[C:18](=[O:20])[CH:17]=[C:16]([C:15]([F:14])([F:34])[F:33])[NH:21]2. The yield is 0.940.